From a dataset of Full USPTO retrosynthesis dataset with 1.9M reactions from patents (1976-2016). Predict the reactants needed to synthesize the given product. (1) Given the product [Cl:7][C:8]1[CH:13]=[CH:12][CH:11]=[C:10]([Cl:14])[C:9]=1[CH2:15][CH2:16][OH:17], predict the reactants needed to synthesize it. The reactants are: [H-].[Al+3].[Li+].[H-].[H-].[H-].[Cl:7][C:8]1[CH:13]=[CH:12][CH:11]=[C:10]([Cl:14])[C:9]=1[CH2:15][C:16](O)=[O:17]. (2) Given the product [NH2:8][C:9]1[C:10]([C:21]([NH:7][C:2]2[CH:3]=[CH:4][CH:5]=[CH:6][N:1]=2)=[O:22])=[N:11][C:12]([C:15]2[CH:20]=[CH:19][CH:18]=[CH:17][CH:16]=2)=[CH:13][N:14]=1, predict the reactants needed to synthesize it. The reactants are: [N:1]1[CH:6]=[CH:5][CH:4]=[CH:3][C:2]=1[NH2:7].[NH2:8][C:9]1[C:10]([C:21](OC)=[O:22])=[N:11][C:12]([C:15]2[CH:20]=[CH:19][CH:18]=[CH:17][CH:16]=2)=[CH:13][N:14]=1. (3) Given the product [CH:1]([C:3]1[CH:12]=[C:11]2[C:6]([C:7]([N:14]3[CH2:19][CH2:18][O:17][CH2:16][CH2:15]3)=[CH:8][CH2:9][O:10]2)=[CH:5][CH:4]=1)=[CH2:2], predict the reactants needed to synthesize it. The reactants are: [CH:1]([C:3]1[CH:12]=[C:11]2[C:6]([C:7](=O)[CH2:8][CH2:9][O:10]2)=[CH:5][CH:4]=1)=[CH2:2].[NH:14]1[CH2:19][CH2:18][O:17][CH2:16][CH2:15]1.